From a dataset of hERG potassium channel inhibition data for cardiac toxicity prediction from Karim et al.. Regression/Classification. Given a drug SMILES string, predict its toxicity properties. Task type varies by dataset: regression for continuous values (e.g., LD50, hERG inhibition percentage) or binary classification for toxic/non-toxic outcomes (e.g., AMES mutagenicity, cardiotoxicity, hepatotoxicity). Dataset: herg_karim. The molecule is O=C(Nc1cc(Cl)cc2c1[nH]c1cnccc12)c1cccnc1. The result is 0 (non-blocker).